This data is from Full USPTO retrosynthesis dataset with 1.9M reactions from patents (1976-2016). The task is: Predict the reactants needed to synthesize the given product. Given the product [F:1][C:2]1[CH:7]=[CH:6][C:5]([CH2:8][CH2:9][S:10]([N:13]2[CH2:14][CH2:15][CH:16]([CH2:19][NH:20][C:22]3[N:27]=[CH:26][CH:25]=[CH:24][N:23]=3)[CH2:17][CH2:18]2)(=[O:11])=[O:12])=[CH:4][CH:3]=1, predict the reactants needed to synthesize it. The reactants are: [F:1][C:2]1[CH:7]=[CH:6][C:5]([CH2:8][CH2:9][S:10]([N:13]2[CH2:18][CH2:17][CH:16]([CH2:19][NH2:20])[CH2:15][CH2:14]2)(=[O:12])=[O:11])=[CH:4][CH:3]=1.Br[C:22]1[N:27]=[CH:26][CH:25]=[CH:24][N:23]=1.C(N(CC)C(C)C)(C)C.